This data is from Full USPTO retrosynthesis dataset with 1.9M reactions from patents (1976-2016). The task is: Predict the reactants needed to synthesize the given product. (1) The reactants are: [C:1]1([CH:7]2[CH2:12][C:11](=O)[CH2:10][CH2:9][S:8]2)[CH:6]=[CH:5][CH:4]=[CH:3][CH:2]=1.FC(F)(F)S(O[Si](C)(C)C)(=O)=O.[Br:26][C:27]1[CH:28]=[C:29]2[C:33](=[C:34]([C:36]([O:38][CH2:39][CH3:40])=[O:37])[CH:35]=1)[NH:32][CH:31]=[CH:30]2.C([SiH](CC)CC)C. Given the product [Br:26][C:27]1[CH:28]=[C:29]2[C:33](=[C:34]([C:36]([O:38][CH2:39][CH3:40])=[O:37])[CH:35]=1)[NH:32][CH:31]=[C:30]2[CH:11]1[CH2:10][CH2:9][S:8][CH:7]([C:1]2[CH:6]=[CH:5][CH:4]=[CH:3][CH:2]=2)[CH2:12]1, predict the reactants needed to synthesize it. (2) Given the product [NH2:26][C:25]1[CH:27]=[CH:28][C:22]([C:20]#[C:21][C:2]2[N:3]=[C:4]([C:9]3[N:10]([CH2:18][CH3:19])[C:11]4[CH:16]=[CH:15][N:14]=[CH:13][C:12]=4[N:17]=3)[C:5]([NH2:8])=[N:6][CH:7]=2)=[CH:23][CH:24]=1, predict the reactants needed to synthesize it. The reactants are: Br[C:2]1[N:3]=[C:4]([C:9]2[N:10]([CH2:18][CH3:19])[C:11]3[CH:16]=[CH:15][N:14]=[CH:13][C:12]=3[N:17]=2)[C:5]([NH2:8])=[N:6][CH:7]=1.[C:20]([C:22]1[CH:28]=[CH:27][C:25]([NH2:26])=[CH:24][CH:23]=1)#[CH:21]. (3) Given the product [C:13]1([C:2]2[CH:7]=[CH:6][CH:5]=[CH:4][N:3]=2)[CH:18]=[CH:17][CH:16]=[CH:15][CH:14]=1, predict the reactants needed to synthesize it. The reactants are: Cl[C:2]1[C:7](CCC(O)=O)=[CH:6][CH:5]=[CH:4][N:3]=1.[C:13]1(B(O)O)[CH:18]=[CH:17][CH:16]=[CH:15][CH:14]=1.C([O-])([O-])=O.[K+].[K+]. (4) Given the product [CH2:22]([NH:25][C:19]([C:17]1[CH:16]=[CH:15][C:13]2[NH:14][C:10]([C:3]3[C:4]4[C:9](=[CH:8][CH:7]=[CH:6][CH:5]=4)[NH:1][N:2]=3)=[N:11][C:12]=2[CH:18]=1)=[O:20])[CH3:23], predict the reactants needed to synthesize it. The reactants are: [NH:1]1[C:9]2[C:4](=[CH:5][CH:6]=[CH:7][CH:8]=2)[C:3]([C:10]2[NH:14][C:13]3[CH:15]=[CH:16][C:17]([C:19](O)=[O:20])=[CH:18][C:12]=3[N:11]=2)=[N:2]1.[CH:22]([N:25](C(C)C)CC)(C)[CH3:23].C(N)C.Cl.CN(C)CCCN=C=NCC.